From a dataset of Full USPTO retrosynthesis dataset with 1.9M reactions from patents (1976-2016). Predict the reactants needed to synthesize the given product. (1) The reactants are: [CH3:1][C:2]1[CH:7]=[C:6]([N+:8]([O-:10])=[O:9])[C:5]([O:11][CH3:12])=[CH:4][C:3]=1[N:13]1[CH2:18][CH2:17][CH:16]([CH2:19][CH2:20]O)[CH2:15][CH2:14]1.C1(P(C2C=CC=CC=2)C2C=CC=CC=2)C=CC=CC=1.N1C=CN=C1.[I:46]I. Given the product [I:46][CH2:20][CH2:19][CH:16]1[CH2:17][CH2:18][N:13]([C:3]2[CH:4]=[C:5]([O:11][CH3:12])[C:6]([N+:8]([O-:10])=[O:9])=[CH:7][C:2]=2[CH3:1])[CH2:14][CH2:15]1, predict the reactants needed to synthesize it. (2) Given the product [CH2:1]([O:3][C:4]1[C:8]([CH2:9][CH2:10][CH2:11][O:12][C:13]2[CH:18]=[CH:17][C:16]([CH2:19][CH2:20][C:21]([OH:23])=[O:22])=[CH:15][C:14]=2[O:26][CH2:44][CH2:45][CH3:46])=[CH:7][N:6]([C:27]2[CH:32]=[CH:31][C:30]([C:33]([F:35])([F:34])[F:36])=[CH:29][N:28]=2)[N:5]=1)[CH3:2], predict the reactants needed to synthesize it. The reactants are: [CH2:1]([O:3][C:4]1[C:8]([CH2:9][CH2:10][CH2:11][O:12][C:13]2[CH:18]=[CH:17][C:16]([CH2:19][CH2:20][C:21]([O:23]CC)=[O:22])=[CH:15][C:14]=2[OH:26])=[CH:7][N:6]([C:27]2[CH:32]=[CH:31][C:30]([C:33]([F:36])([F:35])[F:34])=[CH:29][N:28]=2)[N:5]=1)[CH3:2].C(=O)([O-])[O-].[K+].[K+].I[CH2:44][CH2:45][CH3:46].CN(C)C=O.